From a dataset of Forward reaction prediction with 1.9M reactions from USPTO patents (1976-2016). Predict the product of the given reaction. (1) Given the reactants C([O-])([O-])=O.[K+].[K+].[CH3:7][C:8]([CH3:10])=O.[OH:11][C:12]1[CH:13]=[C:14]([CH:17]=[C:18]([OH:20])[CH:19]=1)[CH2:15][OH:16].[CH2:21](Cl)[C:22]#[CH:23], predict the reaction product. The product is: [CH2:7]([O:11][C:12]1[CH:13]=[C:14]([CH:17]=[C:18]([O:20][CH2:23][C:22]#[CH:21])[CH:19]=1)[CH2:15][OH:16])[C:8]#[CH:10]. (2) Given the reactants [CH3:1][C:2]([N:7]1[CH2:12][CH2:11][N:10]([CH2:13][C:14]2[S:22][C:21]3[C:20]([N:23]4[CH2:28][CH2:27][O:26][CH2:25][CH2:24]4)=[N:19][C:18]([Sn](CCCC)(CCCC)CCCC)=[N:17][C:16]=3[CH:15]=2)[CH2:9][CH2:8]1)([CH3:6])[C:3]([NH2:5])=[O:4].Br[C:43]1[C:51]2[C:46](=[CH:47][CH:48]=[CH:49][CH:50]=2)[N:45](S(C2C=CC=CC=2)(=O)=O)[C:44]=1[CH2:61][O:62][CH3:63].[OH-].[Na+], predict the reaction product. The product is: [CH3:63][O:62][CH2:61][C:44]1[NH:45][C:46]2[C:51]([C:43]=1[C:18]1[N:19]=[C:20]([N:23]3[CH2:28][CH2:27][O:26][CH2:25][CH2:24]3)[C:21]3[S:22][C:14]([CH2:13][N:10]4[CH2:11][CH2:12][N:7]([C:2]([CH3:6])([CH3:1])[C:3]([NH2:5])=[O:4])[CH2:8][CH2:9]4)=[CH:15][C:16]=3[N:17]=1)=[CH:50][CH:49]=[CH:48][CH:47]=2. (3) Given the reactants [CH2:1]([O:3][C:4](=[O:34])[CH2:5][N:6]([S:22]([N:25]1[C:33]2[C:28](=[CH:29][CH:30]=[CH:31][CH:32]=2)[CH2:27][CH2:26]1)(=[O:24])=[O:23])[CH2:7][C:8]1[CH:13]=[CH:12][C:11]([O:14]CC2C=CC=CC=2)=[CH:10][CH:9]=1)[CH3:2], predict the reaction product. The product is: [CH2:1]([O:3][C:4](=[O:34])[CH2:5][N:6]([S:22]([N:25]1[C:33]2[C:28](=[CH:29][CH:30]=[CH:31][CH:32]=2)[CH2:27][CH2:26]1)(=[O:24])=[O:23])[CH2:7][C:8]1[CH:9]=[CH:10][C:11]([OH:14])=[CH:12][CH:13]=1)[CH3:2]. (4) Given the reactants [CH2:1]([O:5][C:6]1[CH:11]=[CH:10][C:9]([CH2:12][C@H:13]([NH:16][C:17](=[O:23])[O:18][C:19]([CH3:22])([CH3:21])[CH3:20])[CH2:14][OH:15])=[CH:8][CH:7]=1)[C:2]#[C:3][CH3:4].[C:24](OC(=O)C)(=[O:26])[CH3:25].N1C=CC=CC=1, predict the reaction product. The product is: [C:24]([O:15][CH2:14][C@@H:13]([NH:16][C:17]([O:18][C:19]([CH3:22])([CH3:21])[CH3:20])=[O:23])[CH2:12][C:9]1[CH:10]=[CH:11][C:6]([O:5][CH2:1][C:2]#[C:3][CH3:4])=[CH:7][CH:8]=1)(=[O:26])[CH3:25]. (5) Given the reactants [CH2:1]([O:3][C:4](=[O:20])[C@@H:5]([O:18][CH3:19])[CH2:6][C:7]1[CH:12]=[CH:11][C:10]([O:13][CH2:14][CH2:15][CH2:16][OH:17])=[CH:9][CH:8]=1)[CH3:2].[CH3:21][O:22][C:23]([C:25]1[CH:30]=[CH:29][C:28]([C:31]2[CH:36]=[CH:35][C:34](O)=[CH:33][CH:32]=2)=[CH:27][CH:26]=1)=[O:24], predict the reaction product. The product is: [CH3:21][O:22][C:23]([C:25]1[CH:30]=[CH:29][C:28]([C:31]2[CH:36]=[CH:35][C:34]([O:17][CH2:16][CH2:15][CH2:14][O:13][C:10]3[CH:11]=[CH:12][C:7]([CH2:6][C@@H:5]([C:4]([O:3][CH2:1][CH3:2])=[O:20])[O:18][CH3:19])=[CH:8][CH:9]=3)=[CH:33][CH:32]=2)=[CH:27][CH:26]=1)=[O:24]. (6) Given the reactants [OH:1][CH:2]1[CH2:23][NH:22][CH2:21][CH2:20][C:3]21[C:7](=[O:8])[N:6]([C:9]1[CH:14]=[CH:13][C:12]([O:15][C:16]([F:19])([F:18])[F:17])=[CH:11][CH:10]=1)[CH2:5][CH2:4]2.[Cl:24][C:25]1[C:30]([S:31](Cl)(=[O:33])=[O:32])=[CH:29][CH:28]=[CH:27][N:26]=1, predict the reaction product. The product is: [Cl:24][C:25]1[C:30]([S:31]([N:22]2[CH2:21][CH2:20][C:3]3([C:7](=[O:8])[N:6]([C:9]4[CH:14]=[CH:13][C:12]([O:15][C:16]([F:19])([F:17])[F:18])=[CH:11][CH:10]=4)[CH2:5][CH2:4]3)[CH:2]([OH:1])[CH2:23]2)(=[O:33])=[O:32])=[CH:29][CH:28]=[CH:27][N:26]=1. (7) Given the reactants [CH3:1][C:2]1[C:10]2[C:5](=[CH:6][C:7]([N+:11]([O-:13])=[O:12])=[CH:8][CH:9]=2)[NH:4][N:3]=1.S(=O)(=O)(O)O.S(OC)(O[CH3:23])(=O)=O.C(=O)(O)[O-].[Na+], predict the reaction product. The product is: [CH3:23][N:3]1[C:2]([CH3:1])=[C:10]2[C:5]([CH:6]=[C:7]([N+:11]([O-:13])=[O:12])[CH:8]=[CH:9]2)=[N:4]1. (8) The product is: [C:20]([OH:23])(=[O:22])[CH2:21][CH2:6][CH2:5][CH2:4][C:3]([OH:8])=[O:16]. Given the reactants ON1[C:6](=O)[CH2:5][CH2:4][C:3]1=[O:8].C1CCCCC1.C(=O)=[O:16].O=O.[C:20]([OH:23])(=[O:22])[CH3:21], predict the reaction product.